This data is from Cav3 T-type calcium channel HTS with 100,875 compounds. The task is: Binary Classification. Given a drug SMILES string, predict its activity (active/inactive) in a high-throughput screening assay against a specified biological target. (1) The drug is FC(F)(F)c1nc(n(\N=C\c2cc(O)ccc2)c(=O)c1)N. The result is 0 (inactive). (2) The compound is O1CCN(CC1)C(=O)c1ccc(NC(=O)c2nn3c(n2)nccc3)cc1. The result is 0 (inactive). (3) The molecule is s1c(C(=O)NCC(=O)N(C(C(=O)NC(C)(C)C)c2cc(OC)c(OC)c(OC)c2)c2ccc(C(C)C)cc2)ccc1. The result is 0 (inactive). (4) The compound is Clc1ncccc1NS(=O)(=O)c1cc2OCCOc2cc1. The result is 0 (inactive).